Dataset: Forward reaction prediction with 1.9M reactions from USPTO patents (1976-2016). Task: Predict the product of the given reaction. Given the reactants CC(C)([O-:4])C.[K+].C1COCC1.[CH3:12][N:13]1[C:21]2[C:16](=[CH:17][CH:18]=[CH:19][C:20]=2[CH2:22][C:23](N)=[O:24])[CH:15]=[CH:14]1.CO[C:28](=[O:43])[C:29]([C:31]1[C:39]2[C:34](=[C:35](CCO)[CH:36]=[CH:37][CH:38]=2)[NH:33][CH:32]=1)=O.C[N:45]([CH:47]=O)[CH3:46], predict the reaction product. The product is: [CH3:12][N:13]1[C:28](=[O:43])[C:29]2[C:15]([C:16]3[C:21](=[C:20]([CH2:22][CH2:23][OH:24])[CH2:19][C:18]4[C:46]=3[N:45]=[CH:47][CH:17]=4)[C:32]3[C:31]=2[C:39]2[CH2:38][C:37](=[O:4])[CH:36]=[CH:35][C:34]=2[N:33]=3)=[CH:14]1.